Dataset: Reaction yield outcomes from USPTO patents with 853,638 reactions. Task: Predict the reaction yield, written as a fraction of the theoretical maximum amount of product (1.0 means a 100% yield; for example, 0.34 means a 34% yield). (1) The reactants are C[Si]([N-][Si](C)(C)C)(C)C.[Na+].Cl[C:12]1[CH:17]=[CH:16][N:15]=[C:14]([C:18]([OH:20])=[O:19])[CH:13]=1.C[Si]([N-][Si](C)(C)C)(C)C.[K+].OS([O-])(=O)=O.[Na+]. The catalyst is C(O)CCC. The product is [CH2:18]([O:19][C:12]1[CH:17]=[CH:16][N:15]=[C:14]([C:18]([OH:20])=[O:19])[CH:13]=1)[CH2:14][CH2:13][CH3:12]. The yield is 0.940. (2) The reactants are [C:1]([O:4][CH2:5][CH2:6][CH2:7][N:8]1[C:13](=[O:14])[C:12]2[N:15]([CH2:18][C:19]3[CH:24]=[CH:23][C:22]([Cl:25])=[CH:21][CH:20]=3)[CH:16]=[CH:17][C:11]=2[N:10]([CH3:26])[C:9]1=[O:27])(=[O:3])[CH3:2].C1C(=O)N([Br:35])C(=O)C1. The catalyst is C(Cl)Cl.O. The product is [C:1]([O:4][CH2:5][CH2:6][CH2:7][N:8]1[C:13](=[O:14])[C:12]2[N:15]([CH2:18][C:19]3[CH:20]=[CH:21][C:22]([Cl:25])=[CH:23][CH:24]=3)[CH:16]=[C:17]([Br:35])[C:11]=2[N:10]([CH3:26])[C:9]1=[O:27])(=[O:3])[CH3:2]. The yield is 0.665. (3) The reactants are C(N1C=CN=C1)(N1C=CN=C1)=O.[CH:13]1([C:19]2[C:20]3[CH:21]=[CH:22][C:23]([C:43](O)=[O:44])=[CH:24][C:25]=3[N:26]3[CH2:32][C:31]([C:33]([O:35][CH3:36])=[O:34])=[CH:30][C:29]4[CH:37]=[C:38]([O:41][CH3:42])[CH:39]=[CH:40][C:28]=4[C:27]=23)[CH2:18][CH2:17][CH2:16][CH2:15][CH2:14]1.[CH:46]1([S:49]([NH2:52])(=[O:51])=[O:50])[CH2:48][CH2:47]1.C1CCN2C(=NCCC2)CC1. The yield is 0.890. The catalyst is C1COCC1.CCOC(C)=O. The product is [CH:13]1([C:19]2[C:20]3[CH:21]=[CH:22][C:23]([C:43](=[O:44])[NH:52][S:49]([CH:46]4[CH2:48][CH2:47]4)(=[O:51])=[O:50])=[CH:24][C:25]=3[N:26]3[CH2:32][C:31]([C:33]([O:35][CH3:36])=[O:34])=[CH:30][C:29]4[CH:37]=[C:38]([O:41][CH3:42])[CH:39]=[CH:40][C:28]=4[C:27]=23)[CH2:18][CH2:17][CH2:16][CH2:15][CH2:14]1. (4) The reactants are Br[C:2]1[C:11]2[C:6](=[CH:7][CH:8]=[CH:9][C:10]=2[CH3:12])[C:5]([O:13][CH3:14])=[N:4][CH:3]=1.[Li]CCCC.CN([CH:23]=[O:24])C. The catalyst is C1COCC1. The product is [CH3:14][O:13][C:5]1[C:6]2[C:11](=[C:10]([CH3:12])[CH:9]=[CH:8][CH:7]=2)[C:2]([CH:23]=[O:24])=[CH:3][N:4]=1. The yield is 0.780. (5) The reactants are [Br:1][C:2]1[CH:3]=[C:4]([O:9][CH2:10][CH2:11]CS([O-])(=O)=O)[C:5](Cl)=[N:6][CH:7]=1.[C:17]([O-:20])([O-])=O.[Na+].[Na+].[NH:23]1[CH2:28][CH2:27][O:26][CH2:25][CH2:24]1. No catalyst specified. The product is [Br:1][C:2]1[CH:3]=[C:4]([O:9][CH2:10][CH2:11][N:6]2[CH2:7][CH2:17][O:20][CH2:4][CH2:5]2)[C:5]([N:23]2[CH2:28][CH2:27][O:26][CH2:25][CH2:24]2)=[N:6][CH:7]=1. The yield is 0.920.